This data is from Reaction yield outcomes from USPTO patents with 853,638 reactions. The task is: Predict the reaction yield, written as a fraction of the theoretical maximum amount of product (1.0 means a 100% yield; for example, 0.34 means a 34% yield). The reactants are [Br:1][CH2:2][CH2:3][CH2:4][O:5][C:6]1[CH:15]=[CH:14][C:9]([C:10]([O:12][CH3:13])=[O:11])=[CH:8][C:7]=1[O:16][CH3:17].[N:18]([O-:20])=[O:19].[Na+].C(O)(=O)C.[N+]([O-])(O)=O. The catalyst is O. The product is [CH3:17][O:16][C:7]1[C:6]([O:5][CH2:4][CH2:3][CH2:2][Br:1])=[CH:15][C:14]([N+:18]([O-:20])=[O:19])=[C:9]([CH:8]=1)[C:10]([O:12][CH3:13])=[O:11]. The yield is 0.920.